From a dataset of Reaction yield outcomes from USPTO patents with 853,638 reactions. Predict the reaction yield, written as a fraction of the theoretical maximum amount of product (1.0 means a 100% yield; for example, 0.34 means a 34% yield). (1) The reactants are [CH:1]1[N:2]=[C:3]([NH:10][C:11]2[CH:16]=[CH:15][CH:14]=[C:13]([NH2:17])[CH:12]=2)[N:4]2[CH:9]=[CH:8][CH:7]=[CH:6][C:5]=12.I.[C:19]1([C:25](SC)=[NH:26])[CH:24]=[CH:23][CH:22]=[CH:21][CH:20]=1.[OH-:29].[Na+]. The catalyst is CO. The product is [OH-:29].[NH4+:2].[CH:1]1[N:2]=[C:3]([NH:10][C:11]2[CH:12]=[C:13]([NH:17][C:25]([C:19]3[CH:24]=[CH:23][CH:22]=[CH:21][CH:20]=3)=[NH:26])[CH:14]=[CH:15][CH:16]=2)[N:4]2[CH:9]=[CH:8][CH:7]=[CH:6][C:5]=12. The yield is 0.280. (2) The reactants are [F:1][CH2:2][CH2:3][CH2:4][O:5][C:6]1[CH:14]=[C:13]2[C:9]([CH2:10][C:11]3([CH2:20][CH2:19][C:18](=[O:21])[CH2:17][CH2:16]3)[C:12]2=[O:15])=[CH:8][CH:7]=1.CO.[B-][N+](C)(C)C.O.C(O)(=O)CC(CC(O)=O)(C(O)=O)O. The catalyst is O1CCCC1.O. The product is [F:1][CH2:2][CH2:3][CH2:4][O:5][C:6]1[CH:14]=[C:13]2[C:9]([CH2:10][C:11]3([CH2:16][CH2:17][CH:18]([OH:21])[CH2:19][CH2:20]3)[C:12]2=[O:15])=[CH:8][CH:7]=1. The yield is 0.610.